Dataset: Forward reaction prediction with 1.9M reactions from USPTO patents (1976-2016). Task: Predict the product of the given reaction. (1) Given the reactants C(N(S(F)(F)[F:7])CC)C.[CH2:10]([O:17][C@@H:18]1[C@:22]([CH2:26][O:27][CH2:28][C:29]2[CH:34]=[CH:33][CH:32]=[CH:31][CH:30]=2)([CH:23]([F:25])[F:24])[O:21][C@@H:20]([N:35]2[CH:40]=[CH:39][C:38](=[O:41])[NH:37][C:36]2=[O:42])[C@H:19]1O)[C:11]1[CH:16]=[CH:15][CH:14]=[CH:13][CH:12]=1, predict the reaction product. The product is: [CH2:10]([O:17][C@@H:18]1[C@:22]([CH2:26][O:27][CH2:28][C:29]2[CH:34]=[CH:33][CH:32]=[CH:31][CH:30]=2)([CH:23]([F:25])[F:24])[O:21][C@@H:20]([N:35]2[CH:40]=[CH:39][C:38](=[O:41])[NH:37][C:36]2=[O:42])[C@@H:19]1[F:7])[C:11]1[CH:12]=[CH:13][CH:14]=[CH:15][CH:16]=1. (2) Given the reactants [NH:1]([C:3]1[CH:4]=[C:5]([CH:8]=[CH:9][C:10]=1[S:11][C:12]1[CH:17]=[CH:16][CH:15]=[CH:14][CH:13]=1)[C:6]#[N:7])[NH2:2].[NH2:18][C:19]1[CH:27]=[CH:26][C:25]([C:28]([F:31])([F:30])[F:29])=[CH:24][C:20]=1[C:21](O)=[O:22].BrC1C(C)=CC(C(NNC2C=C(Cl)C=CC=2SCC)=O)=C([N+]([O-])=O)C=1, predict the reaction product. The product is: [NH2:18][C:19]1[CH:27]=[CH:26][C:25]([C:28]([F:29])([F:30])[F:31])=[CH:24][C:20]=1[C:21]([NH:2][NH:1][C:3]1[CH:4]=[C:5]([C:6]#[N:7])[CH:8]=[CH:9][C:10]=1[S:11][C:12]1[CH:13]=[CH:14][CH:15]=[CH:16][CH:17]=1)=[O:22].